Dataset: Catalyst prediction with 721,799 reactions and 888 catalyst types from USPTO. Task: Predict which catalyst facilitates the given reaction. (1) Reactant: [CH:1](NC(C)C)(C)C.C([Li])CCC.[CH2:13]([O:15][C:16](=[O:23])[CH2:17][CH:18]1[CH2:22][CH2:21][O:20][CH2:19]1)[CH3:14].CI. Product: [CH2:13]([O:15][C:16](=[O:23])[CH:17]([CH:18]1[CH2:22][CH2:21][O:20][CH2:19]1)[CH3:1])[CH3:14]. The catalyst class is: 7. (2) Reactant: [O:1]=[C:2]1[CH:6]([C:7]([O:9][CH2:10][CH3:11])=[O:8])[CH2:5][C:4](=[O:12])[NH:3]1.[N:13]([C:22]([O:24][C:25]([CH3:28])([CH3:27])[CH3:26])=[O:23])=[N:14][C:15]([O:17][C:18]([CH3:21])([CH3:20])[CH3:19])=[O:16].C(=O)([O-])[O-].[K+].[K+]. Product: [C:25]([O:24][C:22]([N:13]([C:6]1([C:7]([O:9][CH2:10][CH3:11])=[O:8])[CH2:5][C:4](=[O:12])[NH:3][C:2]1=[O:1])[NH:14][C:15]([O:17][C:18]([CH3:21])([CH3:20])[CH3:19])=[O:16])=[O:23])([CH3:28])([CH3:27])[CH3:26]. The catalyst class is: 13.